From a dataset of Full USPTO retrosynthesis dataset with 1.9M reactions from patents (1976-2016). Predict the reactants needed to synthesize the given product. (1) Given the product [CH3:1][N:2]([CH3:16])[CH:3]1[CH2:15][C:7]2[C:8]3[CH:9]=[CH:10][N:11]([S:23]([C:17]4[CH:22]=[CH:21][CH:20]=[CH:19][CH:18]=4)(=[O:25])=[O:24])[C:12]=3[CH:13]=[CH:14][C:6]=2[CH2:5][CH2:4]1, predict the reactants needed to synthesize it. The reactants are: [CH3:1][N:2]([CH3:16])[CH:3]1[CH2:15][C:7]2[C:8]3[CH:9]=[CH:10][NH:11][C:12]=3[CH:13]=[CH:14][C:6]=2[CH2:5][CH2:4]1.[C:17]1([S:23](Cl)(=[O:25])=[O:24])[CH:22]=[CH:21][CH:20]=[CH:19][CH:18]=1.CC([O-])(C)C.[K+]. (2) Given the product [CH3:23][O:22][C:17]1[CH:18]=[CH:19][CH:20]=[CH:21][C:16]=1[C:14]1[N:15]=[C:9]2[CH:8]([CH2:24][CH2:25][S:26][C:27]([C:40]3[CH:41]=[CH:42][CH:43]=[CH:44][CH:45]=3)([C:34]3[CH:35]=[CH:36][CH:37]=[CH:38][CH:39]=3)[C:28]3[CH:33]=[CH:32][CH:31]=[CH:30][CH:29]=3)[NH:7][CH2:12][CH2:11][N:10]2[CH:13]=1, predict the reactants needed to synthesize it. The reactants are: CC(C)(OC([N:7]1[CH2:12][CH2:11][N:10]2[CH:13]=[C:14]([C:16]3[CH:21]=[CH:20][CH:19]=[CH:18][C:17]=3[O:22][CH3:23])[N:15]=[C:9]2[CH:8]1[CH2:24][CH2:25][S:26][C:27]([C:40]1[CH:45]=[CH:44][CH:43]=[CH:42][CH:41]=1)([C:34]1[CH:39]=[CH:38][CH:37]=[CH:36][CH:35]=1)[C:28]1[CH:33]=[CH:32][CH:31]=[CH:30][CH:29]=1)=O)C.C([O-])(O)=O.[Na+].